Predict the reaction yield, written as a fraction of the theoretical maximum amount of product (1.0 means a 100% yield; for example, 0.34 means a 34% yield). From a dataset of Reaction yield outcomes from USPTO patents with 853,638 reactions. (1) The reactants are [Cl:1][C:2]1[C:7]([N+:8]([O-])=O)=[CH:6][CH:5]=[CH:4][N:3]=1.[CH:11]([Mg]Br)=[CH2:12]. The catalyst is C1COCC1. The product is [Cl:1][C:2]1[N:3]=[CH:4][CH:5]=[C:6]2[C:7]=1[NH:8][CH:12]=[CH:11]2. The yield is 0.310. (2) The reactants are [N+:1]([C:4]1[CH:5]=[C:6]2[C:11](=O)[O:10][C:8](=[O:9])[C:7]2=[CH:13][CH:14]=1)([O-:3])=[O:2].[NH2:15][NH2:16].Cl. The catalyst is CC(O)C. The product is [OH:9][C:8]1[C:7]2[C:6](=[CH:5][C:4]([N+:1]([O-:3])=[O:2])=[CH:14][CH:13]=2)[C:11]([OH:10])=[N:16][N:15]=1. The yield is 0.720. (3) The reactants are [CH3:1][O:2][CH2:3][C:4]([N:6]1[C:12]2[CH:13]=[CH:14][C:15]([N+:17]([O-])=O)=[CH:16][C:11]=2[O:10][CH2:9][CH2:8][CH2:7]1)=[O:5]. The catalyst is [Pd].C(O)C. The product is [NH2:17][C:15]1[CH:14]=[CH:13][C:12]2[N:6]([C:4](=[O:5])[CH2:3][O:2][CH3:1])[CH2:7][CH2:8][CH2:9][O:10][C:11]=2[CH:16]=1. The yield is 0.850. (4) The reactants are Cl[C:2]1[CH:7]=[CH:6][C:5]([Cl:8])=[CH:4][N:3]=1.[C:9]1(B(O)O)[CH:14]=[CH:13][CH:12]=[CH:11][CH:10]=1.C(=O)([O-])[O-].[K+].[K+].C(COC)OC. The catalyst is C1C=CC([P]([Pd]([P](C2C=CC=CC=2)(C2C=CC=CC=2)C2C=CC=CC=2)([P](C2C=CC=CC=2)(C2C=CC=CC=2)C2C=CC=CC=2)[P](C2C=CC=CC=2)(C2C=CC=CC=2)C2C=CC=CC=2)(C2C=CC=CC=2)C2C=CC=CC=2)=CC=1.O. The product is [Cl:8][C:5]1[CH:6]=[CH:7][C:2]([C:9]2[CH:14]=[CH:13][CH:12]=[CH:11][CH:10]=2)=[N:3][CH:4]=1. The yield is 0.730. (5) The reactants are [F:1][C:2]1[CH:3]=[C:4]2[C:8](=[CH:9][CH:10]=1)[NH:7][C:6](=[O:11])[C:5]2=[O:12].[H-].[Na+].[CH3:15][O:16][C:17]1[CH:24]=[CH:23][C:20]([CH2:21]Cl)=[CH:19][CH:18]=1. The catalyst is CN(C=O)C. The product is [F:1][C:2]1[CH:3]=[C:4]2[C:8](=[CH:9][CH:10]=1)[N:7]([CH2:21][C:20]1[CH:23]=[CH:24][C:17]([O:16][CH3:15])=[CH:18][CH:19]=1)[C:6](=[O:11])[C:5]2=[O:12]. The yield is 0.820. (6) The reactants are [Cl:1][C:2]1[CH:15]=[C:14]([CH:16]=[CH2:17])[CH:13]=[CH:12][C:3]=1[CH2:4][NH:5][C:6]1[CH:11]=[CH:10][CH:9]=[CH:8][N:7]=1.Br[CH:19]([C:24]1[CH:25]=[C:26]([Cl:32])[C:27]([Cl:31])=[C:28]([Cl:30])[CH:29]=1)[C:20]([F:23])([F:22])[F:21].N1C=CC=CC=1C1C=CC=CN=1. The catalyst is ClC1C=CC=CC=1Cl.Cl[Cu]. The product is [Cl:1][C:2]1[CH:15]=[C:14](/[CH:16]=[CH:17]/[CH:19]([C:24]2[CH:25]=[C:26]([Cl:32])[C:27]([Cl:31])=[C:28]([Cl:30])[CH:29]=2)[C:20]([F:22])([F:21])[F:23])[CH:13]=[CH:12][C:3]=1[CH2:4][NH:5][C:6]1[CH:11]=[CH:10][CH:9]=[CH:8][N:7]=1. The yield is 0.350. (7) The reactants are CN1CCOCC1.C(OC(Cl)=O)C(C)C.[Cl:16][C:17]1[CH:18]=[C:19]([NH:23][C:24]2[N:29]=[C:28]([CH:30]3[CH2:32][CH2:31]3)[C:27]([C:33](O)=[O:34])=[CH:26][N:25]=2)[CH:20]=[CH:21][CH:22]=1.[BH4-].[Na+]. The catalyst is COCCOC.O. The product is [Cl:16][C:17]1[CH:18]=[C:19]([NH:23][C:24]2[N:29]=[C:28]([CH:30]3[CH2:31][CH2:32]3)[C:27]([CH2:33][OH:34])=[CH:26][N:25]=2)[CH:20]=[CH:21][CH:22]=1. The yield is 0.650.